This data is from Forward reaction prediction with 1.9M reactions from USPTO patents (1976-2016). The task is: Predict the product of the given reaction. (1) The product is: [NH:26]1[C:27]2[CH:33]=[CH:32][CH:31]=[CH:30][C:28]=2[N:29]=[C:25]1[S:24][C:21]1[O:20][C:19]([CH:18]2[C:17]3[C:16](=[O:34])[CH2:15][C:14]([CH3:36])([CH3:35])[CH2:13][C:12]=3[NH:11][C:10]3=[C:6]([C:4]([OH:5])=[O:3])[NH:7][CH:8]=[C:9]23)=[CH:23][CH:22]=1. Given the reactants C([O:3][C:4]([C:6]1[NH:7][CH:8]=[C:9]2[CH:18]([C:19]3[O:20][C:21]([S:24][C:25]4[NH:29][C:28]5[CH:30]=[CH:31][CH:32]=[CH:33][C:27]=5[N:26]=4)=[CH:22][CH:23]=3)[C:17]3[C:16](=[O:34])[CH2:15][C:14]([CH3:36])([CH3:35])[CH2:13][C:12]=3[NH:11][C:10]=12)=[O:5])C.[OH-].[Na+], predict the reaction product. (2) Given the reactants ClC1N=[N+:4]([O-:15])[C:5]2[CH:14]=[C:13]3[C:9]([CH2:10][CH2:11][CH2:12]3)=[CH:8][C:6]=2[N:7]=1.C[O:17]C1CCCN(CCN)C1.CCN(CC)CC.C[O:35][CH2:36][CH2:37]OC, predict the reaction product. The product is: [N+:4]([C:5]1[CH:14]=[C:13]2[C:9]([CH2:10][CH2:11][CH2:12]2)=[CH:8][C:6]=1[NH:7][C:36](=[O:35])[CH3:37])([O-:15])=[O:17]. (3) Given the reactants [F:1][C:2]1[CH:3]=[C:4]([CH:7]=[CH:8][C:9]=1[F:10])[CH2:5][NH2:6].N1CCOCC1.[CH3:17][C:18]1([CH3:28])[O:22][C:21](=[CH:23][C:24](Cl)=[O:25])[C:20](=[O:27])[O:19]1, predict the reaction product. The product is: [F:1][C:2]1[CH:3]=[C:4]([CH:7]=[CH:8][C:9]=1[F:10])[CH2:5][NH:6][C:24](=[O:25])[CH:23]=[C:21]1[C:20](=[O:27])[O:19][C:18]([CH3:17])([CH3:28])[O:22]1. (4) Given the reactants C[O:2][C:3](=O)[C:4]1[CH:9]=[CH:8][C:7]([N:10]2[CH:14]=[C:13]([C:15]3[C:16]([C:24]4[CH:29]=[CH:28][CH:27]=[CH:26][CH:25]=4)=[N:17][O:18][C:19]=3[C:20]([F:23])([F:22])[F:21])[N:12]=[CH:11]2)=[N:6][CH:5]=1.[F:31][C:32]([F:36])([F:35])[CH2:33][NH2:34], predict the reaction product. The product is: [C:24]1([C:16]2[C:15]([C:13]3[N:12]=[CH:11][N:10]([C:7]4[CH:8]=[CH:9][C:4]([C:3]([NH:34][CH2:33][C:32]([F:36])([F:35])[F:31])=[O:2])=[CH:5][N:6]=4)[CH:14]=3)=[C:19]([C:20]([F:22])([F:21])[F:23])[O:18][N:17]=2)[CH:25]=[CH:26][CH:27]=[CH:28][CH:29]=1. (5) Given the reactants Cl[CH2:2][C:3]1[O:4][C:5]([C:8]([F:11])([F:10])[F:9])=[N:6][N:7]=1.[CH3:12][C:13]([NH2:17])([CH3:16])[CH2:14][NH2:15].C(N(CC)C(C)C)(C)C.[OH-].[NH4+], predict the reaction product. The product is: [OH-:4].[NH4+:6].[CH3:12][C:13]1([CH3:16])[N:17]2[C:5]([C:8]([F:11])([F:10])[F:9])=[N:6][N:7]=[C:3]2[CH2:2][NH:15][CH2:14]1.